Predict the product of the given reaction. From a dataset of Forward reaction prediction with 1.9M reactions from USPTO patents (1976-2016). Given the reactants [H-].[Na+].[S:3]1[CH:7]=[CH:6][N:5]=[C:4]1[SH:8].[C:9]([O:13][C:14]([N:16]1[CH2:21][CH2:20][CH:19](S(C)(=O)=O)[CH2:18][CH2:17]1)=[O:15])([CH3:12])([CH3:11])[CH3:10], predict the reaction product. The product is: [C:9]([O:13][C:14]([N:16]1[CH2:21][CH2:20][CH:19]([S:8][C:4]2[S:3][CH:7]=[CH:6][N:5]=2)[CH2:18][CH2:17]1)=[O:15])([CH3:12])([CH3:10])[CH3:11].